From a dataset of Full USPTO retrosynthesis dataset with 1.9M reactions from patents (1976-2016). Predict the reactants needed to synthesize the given product. (1) Given the product [Cl:1][C:2]1[CH:10]=[CH:9][C:8]2[N:7]([CH2:11][C:12]([C:17]3[CH:22]=[CH:21][N:20]=[CH:19][CH:18]=3)=[C:13]([CH3:15])[CH3:14])[C:6]3[CH2:23][CH2:24][N:25]([CH3:27])[CH2:26][C:5]=3[C:4]=2[CH:3]=1, predict the reactants needed to synthesize it. The reactants are: [Cl:1][C:2]1[CH:10]=[CH:9][C:8]2[N:7]([CH2:11][C:12]([C:17]3[CH:22]=[CH:21][N:20]=[CH:19][CH:18]=3)(O)[CH:13]([CH3:15])[CH3:14])[C:6]3[CH2:23][CH2:24][N:25]([CH3:27])[CH2:26][C:5]=3[C:4]=2[CH:3]=1.S(Cl)(Cl)=O. (2) Given the product [F:1][C:2]1[CH:24]=[C:23]([O:25][C:26]([F:27])([F:29])[F:28])[CH:22]=[CH:21][C:3]=1[CH2:4][N:5]1[C:6]2[CH:11]=[C:10]([O:12][CH2:13][C:14]3[CH:18]=[CH:17][N:16]([CH3:19])[N:15]=3)[CH:9]=[CH:8][C:7]=2[N:20]=[C:4]1[C@H:3]1[CH2:21][CH2:22][CH2:23][CH2:24][C@H:2]1[C:36]([OH:37])=[O:39], predict the reactants needed to synthesize it. The reactants are: [F:1][C:2]1[CH:24]=[C:23]([O:25][C:26]([F:29])([F:28])[F:27])[CH:22]=[CH:21][C:3]=1[CH2:4][NH:5][C:6]1[C:7]([NH2:20])=[CH:8][CH:9]=[C:10]([O:12][CH2:13][C:14]2[CH:18]=[CH:17][N:16]([CH3:19])[N:15]=2)[CH:11]=1.S([O-])([O-])=O.[Na+].[Na+].[C:36](=[O:39])(O)[O-:37].[Na+]. (3) Given the product [Cl:17][C:18]1[CH:23]=[C:22]([C:3]2[CH:4]=[CH:5][CH:6]=[CH:7][C:2]=2[F:1])[N:21]=[CH:20][N:19]=1, predict the reactants needed to synthesize it. The reactants are: [F:1][C:2]1[CH:7]=[CH:6][CH:5]=[CH:4][C:3]=1B(O)O.COCCOC.[Cl:17][C:18]1[CH:23]=[C:22](Cl)[N:21]=[CH:20][N:19]=1. (4) Given the product [CH3:13][C:12]1([CH3:14])[C:11](=[O:15])[N:10]([C:16]2[CH:23]=[CH:22][C:19]([C:20]#[N:21])=[C:18]([C:24]([F:25])([F:27])[F:26])[CH:17]=2)[C:9](=[S:28])[N:8]1[C:5]1[CH:6]=[N:7][C:2]([O:1][CH2:34][CH:31]2[CH2:32][CH2:33][O:29][CH2:30]2)=[CH:3][CH:4]=1, predict the reactants needed to synthesize it. The reactants are: [OH:1][C:2]1[N:7]=[CH:6][C:5]([N:8]2[C:12]([CH3:14])([CH3:13])[C:11](=[O:15])[N:10]([C:16]3[CH:23]=[CH:22][C:19]([C:20]#[N:21])=[C:18]([C:24]([F:27])([F:26])[F:25])[CH:17]=3)[C:9]2=[S:28])=[CH:4][CH:3]=1.[O:29]1[CH2:33][CH2:32][CH:31]([CH2:34]O)[CH2:30]1.N(C(N1CCCCC1)=O)=NC(N1CCCCC1)=O.C(P(CCCC)CCCC)CCC. (5) Given the product [C:27]([OH:34])(=[O:33])/[CH:28]=[CH:29]/[C:30]([OH:32])=[O:31].[CH2:1]1[CH:9]2[CH:4]([CH2:5][CH2:6][CH2:7][CH2:8]2)[CH2:3][CH:2]1[N:10]1[CH2:26][CH2:25][C:13]2([N:17]([C:18]3[CH:23]=[CH:22][CH:21]=[CH:20][CH:19]=3)[CH2:16][CH2:15][C:14]2=[O:24])[CH2:12][CH2:11]1, predict the reactants needed to synthesize it. The reactants are: [CH2:1]1[CH:9]2[CH:4]([CH2:5][CH2:6][CH2:7][CH2:8]2)[CH2:3][CH:2]1[N:10]1[CH2:26][CH2:25][C:13]2([N:17]([C:18]3[CH:23]=[CH:22][CH:21]=[CH:20][CH:19]=3)[CH2:16][CH2:15][CH:14]2[OH:24])[CH2:12][CH2:11]1.[C:27]([O-:34])(=[O:33])/[CH:28]=[CH:29]/[C:30]([O-:32])=[O:31].C(O)(=O)/C=C/C(O)=O. (6) Given the product [CH3:16][O:17][C:18]1[CH:25]=[CH:24][C:21]([CH2:22][N:1]2[C:9]3[CH:8]=[CH:7][CH:6]=[C:5]([C:10]([O:12][CH3:13])=[O:11])[C:4]=3[CH:3]=[CH:2]2)=[CH:20][CH:19]=1, predict the reactants needed to synthesize it. The reactants are: [NH:1]1[C:9]2[CH:8]=[CH:7][CH:6]=[C:5]([C:10]([O:12][CH3:13])=[O:11])[C:4]=2[CH:3]=[CH:2]1.[H-].[Na+].[CH3:16][O:17][C:18]1[CH:25]=[CH:24][C:21]([CH2:22]Br)=[CH:20][CH:19]=1. (7) Given the product [Br:19][C:5]1[C:6]([NH:8][C:9]2[CH:18]=[CH:17][CH:16]=[CH:15][C:10]=2[C:11]([NH:13][CH3:14])=[O:12])=[N:7][C:2]([NH:20][C:21]2[CH:33]=[CH:32][C:24]3[N:25]([CH3:31])[C:26](=[O:30])[CH2:27][CH2:28][CH2:29][C:23]=3[CH:22]=2)=[N:3][CH:4]=1, predict the reactants needed to synthesize it. The reactants are: Cl[C:2]1[N:7]=[C:6]([NH:8][C:9]2[CH:18]=[CH:17][CH:16]=[CH:15][C:10]=2[C:11]([NH:13][CH3:14])=[O:12])[C:5]([Br:19])=[CH:4][N:3]=1.[NH2:20][C:21]1[CH:33]=[CH:32][C:24]2[N:25]([CH3:31])[C:26](=[O:30])[CH2:27][CH2:28][CH2:29][C:23]=2[CH:22]=1.Cl. (8) Given the product [F:9][C:6]1[CH:5]=[C:4]([CH2:10][CH2:11][C:12]([NH:58][CH2:57][CH2:56][CH2:55][C:54]2[N:50]([CH2:48][CH3:49])[N:51]=[C:52]([CH3:59])[CH:53]=2)=[O:14])[CH:3]=[C:2]([F:1])[C:7]=1[CH3:8], predict the reactants needed to synthesize it. The reactants are: [F:1][C:2]1[CH:3]=[C:4]([CH2:10][CH2:11][C:12]([OH:14])=O)[CH:5]=[C:6]([F:9])[C:7]=1[CH3:8].C1CN([P+](ON2N=NC3C=CC=CC2=3)(N2CCCC2)N2CCCC2)CC1.F[P-](F)(F)(F)(F)F.[CH2:48]([N:50]1[C:54]([CH2:55][CH2:56][CH2:57][NH2:58])=[CH:53][C:52]([CH3:59])=[N:51]1)[CH3:49].C(N(C(C)C)C(C)C)C. (9) Given the product [CH:19]1([NH:22][CH2:23][CH:2]2[CH2:7][CH2:6][C@H:5]([C:8]([O:10][C:11]([CH3:14])([CH3:13])[CH3:12])=[O:9])[C@@H:4]([C:15]([O:17][CH3:18])=[O:16])[CH2:3]2)[CH2:21][CH2:20]1, predict the reactants needed to synthesize it. The reactants are: O[C@H:2]1[CH2:7][CH2:6][C@H:5]([C:8]([O:10][C:11]([CH3:14])([CH3:13])[CH3:12])=[O:9])[C@@H:4]([C:15]([O:17][CH3:18])=[O:16])[CH2:3]1.[CH:19]1([NH2:22])[CH2:21][CH2:20]1.[C:23](O)(=O)C.C([BH3-])#N.[Na+].